Dataset: M1 muscarinic receptor agonist screen with 61,833 compounds. Task: Binary Classification. Given a drug SMILES string, predict its activity (active/inactive) in a high-throughput screening assay against a specified biological target. (1) The molecule is O(c1ccc(C2N=c3n([nH]c(n3)N)C(C2)c2c(cccc2)C)cc1)CC. The result is 0 (inactive). (2) The compound is Clc1ccc(COCC(O)CN2CCN(CC2)CC(O)COCc2ccc(Cl)cc2)cc1. The result is 0 (inactive). (3) The compound is s1c2c(CCC2)cc1C(=O)N1CC(OC(C1)C)C. The result is 0 (inactive). (4) The molecule is S(c1n2c(=NC(C2=O)C)c2c(n1)cccc2)Cc1nc2n(c(=O)c1)cccc2. The result is 0 (inactive). (5) The compound is n1(nc(c(c1N)c1ccccc1)C)C1CCCCC1. The result is 0 (inactive).